The task is: Regression. Given two drug SMILES strings and cell line genomic features, predict the synergy score measuring deviation from expected non-interaction effect.. This data is from NCI-60 drug combinations with 297,098 pairs across 59 cell lines. Drug 1: CC1=C2C(C(=O)C3(C(CC4C(C3C(C(C2(C)C)(CC1OC(=O)C(C(C5=CC=CC=C5)NC(=O)OC(C)(C)C)O)O)OC(=O)C6=CC=CC=C6)(CO4)OC(=O)C)OC)C)OC. Drug 2: CC1=C(C(CCC1)(C)C)C=CC(=CC=CC(=CC(=O)O)C)C. Cell line: SF-539. Synergy scores: CSS=75.4, Synergy_ZIP=17.7, Synergy_Bliss=17.6, Synergy_Loewe=19.5, Synergy_HSA=22.1.